From a dataset of Peptide-MHC class I binding affinity with 185,985 pairs from IEDB/IMGT. Regression. Given a peptide amino acid sequence and an MHC pseudo amino acid sequence, predict their binding affinity value. This is MHC class I binding data. (1) The MHC is HLA-A68:01 with pseudo-sequence HLA-A68:01. The peptide sequence is ALYVFCNDHK. The binding affinity (normalized) is 0.454. (2) The peptide sequence is FLPSDFFPSV. The MHC is Patr-A0701 with pseudo-sequence Patr-A0701. The binding affinity (normalized) is 0.389. (3) The peptide sequence is IIKHIYEQY. The MHC is HLA-A11:01 with pseudo-sequence HLA-A11:01. The binding affinity (normalized) is 0.230. (4) The peptide sequence is TTLPVNVAF. The MHC is HLA-B27:05 with pseudo-sequence HLA-B27:05. The binding affinity (normalized) is 0.0847. (5) The peptide sequence is VLSDFKTWL. The MHC is HLA-A02:01 with pseudo-sequence HLA-A02:01. The binding affinity (normalized) is 0.471. (6) The binding affinity (normalized) is 0. The MHC is HLA-B57:01 with pseudo-sequence HLA-B57:01. The peptide sequence is SVITQACPK. (7) The peptide sequence is AFDWPELEF. The MHC is HLA-A31:01 with pseudo-sequence HLA-A31:01. The binding affinity (normalized) is 0.0847. (8) The peptide sequence is KSYEHQTPF. The MHC is HLA-B27:05 with pseudo-sequence HLA-B27:05. The binding affinity (normalized) is 0.224. (9) The peptide sequence is KPPRGVLLY. The MHC is HLA-A80:01 with pseudo-sequence HLA-A80:01. The binding affinity (normalized) is 0.493. (10) The peptide sequence is TLDGQQFYW. The MHC is HLA-A24:02 with pseudo-sequence HLA-A24:02. The binding affinity (normalized) is 0.519.